From a dataset of Catalyst prediction with 721,799 reactions and 888 catalyst types from USPTO. Predict which catalyst facilitates the given reaction. (1) Reactant: [N+:1]([C:4]1[CH:15]=[CH:14][C:7]2[CH2:8][CH2:9][CH2:10][C:11](=[O:13])[NH:12][C:6]=2[CH:5]=1)([O-:3])=[O:2].C(=O)([O-])[O-].[Cs+].[Cs+].Br[CH2:23][CH2:24][O:25][CH3:26]. Product: [CH3:26][O:25][CH2:24][CH2:23][N:12]1[C:11](=[O:13])[CH2:10][CH2:9][CH2:8][C:7]2[CH:14]=[CH:15][C:4]([N+:1]([O-:3])=[O:2])=[CH:5][C:6]1=2. The catalyst class is: 9. (2) Reactant: Br[CH2:2][C:3]1[C:26]([Cl:27])=[CH:25][C:6]2[C:7]([N:10]([C:18]([O:20][C:21]([CH3:24])([CH3:23])[CH3:22])=[O:19])[C:11](=[O:17])[O:12][C:13]([CH3:16])([CH3:15])[CH3:14])=[N:8][O:9][C:5]=2[CH:4]=1.[Cl:28][C:29]1[CH:34]=[CH:33][C:32]([OH:35])=[CH:31][C:30]=1[F:36].C(=O)([O-])[O-].[K+].[K+]. The catalyst class is: 18. Product: [C:13]([O:12][C:11]([N:10]([C:7]1[C:6]2[CH:25]=[C:26]([Cl:27])[C:3]([CH2:2][O:35][C:32]3[CH:33]=[CH:34][C:29]([Cl:28])=[C:30]([F:36])[CH:31]=3)=[CH:4][C:5]=2[O:9][N:8]=1)[C:18](=[O:19])[O:20][C:21]([CH3:24])([CH3:23])[CH3:22])=[O:17])([CH3:16])([CH3:15])[CH3:14]. (3) Reactant: C([S:4][CH2:5][CH2:6][C:7]1[S:11][C:10]([C:12]([O:14][CH3:15])=[O:13])=[CH:9][CH:8]=1)(=O)C. Product: [CH3:15][O:14][C:12]([C:10]1[S:11][C:7]([CH2:6][CH:5]=[S:4])=[CH:8][CH:9]=1)=[O:13]. The catalyst class is: 126.